Dataset: Full USPTO retrosynthesis dataset with 1.9M reactions from patents (1976-2016). Task: Predict the reactants needed to synthesize the given product. (1) Given the product [NH2:20][N:7]1[C:3]([CH2:1][CH3:2])=[CH:4][CH:5]=[C:6]1[C:8]([C:10]1[CH:11]=[CH:12][C:13]([C:14]#[N:15])=[CH:16][CH:17]=1)=[O:9], predict the reactants needed to synthesize it. The reactants are: [CH2:1]([C:3]1[NH:7][C:6]([C:8]([C:10]2[CH:17]=[CH:16][C:13]([C:14]#[N:15])=[CH:12][CH:11]=2)=[O:9])=[CH:5][CH:4]=1)[CH3:2].[H-].[Na+].[NH2:20]OC1C=CC([N+]([O-])=O)=CC=1[N+]([O-])=O. (2) Given the product [Cl:1][C:2]1[CH:10]=[C:9]([Cl:11])[CH:8]=[C:7]([F:12])[C:3]=1[C:4]([NH:13][C:14]1[CH:19]=[CH:18][CH:17]=[C:16]([S:20](=[O:22])(=[O:21])[NH2:23])[CH:15]=1)=[O:6], predict the reactants needed to synthesize it. The reactants are: [Cl:1][C:2]1[CH:10]=[C:9]([Cl:11])[CH:8]=[C:7]([F:12])[C:3]=1[C:4]([OH:6])=O.[NH2:13][C:14]1[CH:15]=[C:16]([S:20]([NH2:23])(=[O:22])=[O:21])[CH:17]=[CH:18][CH:19]=1.CN(C(ON1N=NC2C=CC=NC1=2)=[N+](C)C)C.F[P-](F)(F)(F)(F)F.CN1CCOCC1.Cl. (3) Given the product [C:1]([NH:4][C:5]1[N:9]([C:10]2[CH:15]=[C:14]([S:16]([CH2:17][C:18]([F:20])([F:21])[F:19])=[O:41])[C:13]([CH3:22])=[CH:12][C:11]=2[F:23])[N:8]=[C:7]([O:24][CH2:25][C:26]([F:32])([F:31])[C:27]([F:29])([F:30])[F:28])[CH:6]=1)(=[O:3])[CH3:2], predict the reactants needed to synthesize it. The reactants are: [C:1]([NH:4][C:5]1[N:9]([C:10]2[CH:15]=[C:14]([S:16][CH2:17][C:18]([F:21])([F:20])[F:19])[C:13]([CH3:22])=[CH:12][C:11]=2[F:23])[N:8]=[C:7]([O:24][CH2:25][C:26]([F:32])([F:31])[C:27]([F:30])([F:29])[F:28])[CH:6]=1)(=[O:3])[CH3:2].ClC1C=CC=C(C(OO)=[O:41])C=1. (4) Given the product [N:25]12[CH2:30][CH2:29][CH:28]([CH2:27][CH2:26]1)[C@@H:23]([NH:22][C:13]([C:11]1[S:12][C:8]([S:7][C:1]3[CH:2]=[CH:3][CH:4]=[CH:5][CH:6]=3)=[N:9][N:10]=1)=[O:15])[CH2:24]2, predict the reactants needed to synthesize it. The reactants are: [C:1]1([S:7][C:8]2[S:12][C:11]([C:13]([OH:15])=O)=[N:10][N:9]=2)[CH:6]=[CH:5][CH:4]=[CH:3][CH:2]=1.C(Cl)(=O)C(Cl)=O.[NH2:22][C@@H:23]1[CH:28]2[CH2:29][CH2:30][N:25]([CH2:26][CH2:27]2)[CH2:24]1.NC1CC2CCN1CC2. (5) Given the product [OH:1][C:2]1[CH:3]=[CH:4][C:5]([CH:8]=[C:9]([O:14][CH3:15])[C:10]([OH:12])=[O:11])=[CH:6][CH:7]=1, predict the reactants needed to synthesize it. The reactants are: [OH:1][C:2]1[CH:7]=[CH:6][C:5]([CH:8]=[C:9]([O:14][CH3:15])[C:10]([O:12]C)=[O:11])=[CH:4][CH:3]=1.[OH-].[Na+]. (6) Given the product [C:1]([C:5]1[CH:12]=[CH:11][CH:10]=[C:7]2[C:6]=1[O:13][CH2:16][C:15]([C:14]#[N:17])=[CH:8]2)([CH3:4])([CH3:3])[CH3:2], predict the reactants needed to synthesize it. The reactants are: [C:1]([C:5]1[C:6]([OH:13])=[C:7]([CH:10]=[CH:11][CH:12]=1)[CH:8]=O)([CH3:4])([CH3:3])[CH3:2].[C:14](#[N:17])[CH:15]=[CH2:16].N12CCN(CC1)CC2. (7) Given the product [CH3:12][N:13]1[CH2:18][CH2:17][N:16]([C:2]2[NH:7][C:6](=[O:8])[C:5]3[S:9][CH:10]=[CH:11][C:4]=3[CH:3]=2)[CH2:15][CH2:14]1, predict the reactants needed to synthesize it. The reactants are: Cl[C:2]1[NH:7][C:6](=[O:8])[C:5]2[S:9][CH:10]=[CH:11][C:4]=2[CH:3]=1.[CH3:12][N:13]1[CH2:18][CH2:17][NH:16][CH2:15][CH2:14]1.